Dataset: Peptide-MHC class II binding affinity with 134,281 pairs from IEDB. Task: Regression. Given a peptide amino acid sequence and an MHC pseudo amino acid sequence, predict their binding affinity value. This is MHC class II binding data. (1) The peptide sequence is NTEFTRVNAKPPPGD. The MHC is DRB1_0101 with pseudo-sequence DRB1_0101. The binding affinity (normalized) is 0. (2) The peptide sequence is IKTLKFDALSGSQEV. The MHC is HLA-DQA10102-DQB10501 with pseudo-sequence HLA-DQA10102-DQB10501. The binding affinity (normalized) is 0.546.